Dataset: Full USPTO retrosynthesis dataset with 1.9M reactions from patents (1976-2016). Task: Predict the reactants needed to synthesize the given product. (1) Given the product [CH:14]12[CH2:15][CH:16]1[CH2:17][N:12]([CH2:11][CH2:10][CH2:9][OH:8])[CH2:13]2, predict the reactants needed to synthesize it. The reactants are: C1(C)C=CC=CC=1.[OH:8][CH2:9][CH2:10][CH2:11][N:12]1[C:17](=O)[CH:16]2[CH:14]([CH2:15]2)[C:13]1=O.O. (2) Given the product [Si:1]([O:8][CH2:9][C:10]1[CH:15]=[C:14]([F:31])[C:13]([O:16][CH2:17][O:18][CH3:19])=[CH:12][N:11]=1)([C:4]([CH3:7])([CH3:6])[CH3:5])([CH3:2])[CH3:3], predict the reactants needed to synthesize it. The reactants are: [Si:1]([O:8][CH2:9][C:10]1[CH:15]=[CH:14][C:13]([O:16][CH2:17][O:18][CH3:19])=[CH:12][N:11]=1)([C:4]([CH3:7])([CH3:6])[CH3:5])([CH3:3])[CH3:2].CCCCCC.C([Li])CCC.[F:31]N(S(C1C=CC=CC=1)(=O)=O)S(C1C=CC=CC=1)(=O)=O. (3) Given the product [CH2:1]([O:3][C:4]([C:6]1[CH:7]=[N:8][N:9]([CH3:14])[C:10]=1[C:11](=[O:12])[NH:29][C:27]1[CH:26]=[CH:25][N:24]2[CH:30]=[C:21]([C:15]3[CH:20]=[CH:19][CH:18]=[CH:17][CH:16]=3)[N:22]=[C:23]2[N:28]=1)=[O:5])[CH3:2], predict the reactants needed to synthesize it. The reactants are: [CH2:1]([O:3][C:4]([C:6]1[CH:7]=[N:8][N:9]([CH3:14])[C:10]=1[C:11](Cl)=[O:12])=[O:5])[CH3:2].[C:15]1([C:21]2[N:22]=[C:23]3[N:28]=[C:27]([NH2:29])[CH:26]=[CH:25][N:24]3[CH:30]=2)[CH:20]=[CH:19][CH:18]=[CH:17][CH:16]=1.C(N(CC)CC)C.